From a dataset of Peptide-MHC class II binding affinity with 134,281 pairs from IEDB. Regression. Given a peptide amino acid sequence and an MHC pseudo amino acid sequence, predict their binding affinity value. This is MHC class II binding data. (1) The peptide sequence is KSDPSQGGGIKITHF. The MHC is DRB5_0101 with pseudo-sequence DRB5_0101. The binding affinity (normalized) is 0. (2) The peptide sequence is KLRFTCLSSTGSSCL. The MHC is DRB1_1501 with pseudo-sequence DRB1_1501. The binding affinity (normalized) is 0.296.